Dataset: NCI-60 drug combinations with 297,098 pairs across 59 cell lines. Task: Regression. Given two drug SMILES strings and cell line genomic features, predict the synergy score measuring deviation from expected non-interaction effect. Drug 2: CC1=C2C(C(=O)C3(C(CC4C(C3C(C(C2(C)C)(CC1OC(=O)C(C(C5=CC=CC=C5)NC(=O)OC(C)(C)C)O)O)OC(=O)C6=CC=CC=C6)(CO4)OC(=O)C)O)C)O. Drug 1: C1=C(C(=O)NC(=O)N1)N(CCCl)CCCl. Cell line: NCI-H322M. Synergy scores: CSS=16.6, Synergy_ZIP=-7.63, Synergy_Bliss=-3.68, Synergy_Loewe=-34.4, Synergy_HSA=-4.98.